Dataset: Forward reaction prediction with 1.9M reactions from USPTO patents (1976-2016). Task: Predict the product of the given reaction. Given the reactants [C:1]([NH:4][C:5]1[CH:14]=[C:13]([C:15]([F:18])([F:17])[F:16])[CH:12]=[CH:11][C:6]=1[C:7]([O:9][CH3:10])=[O:8])(=[O:3])[CH3:2].[N+:19]([O-])([OH:21])=[O:20], predict the reaction product. The product is: [C:1]([NH:4][C:5]1[C:14]([N+:19]([O-:21])=[O:20])=[C:13]([C:15]([F:16])([F:17])[F:18])[CH:12]=[CH:11][C:6]=1[C:7]([O:9][CH3:10])=[O:8])(=[O:3])[CH3:2].